Dataset: Forward reaction prediction with 1.9M reactions from USPTO patents (1976-2016). Task: Predict the product of the given reaction. (1) Given the reactants [C:1]([O:5][C:6]([NH:8][CH2:9][C@H:10]1[CH2:15][CH2:14][C@H:13]([C:16]([NH:18][C@@H:19]([CH2:23][C:24]2[CH:29]=[CH:28][C:27]([C:30]3[CH:35]=[CH:34][C:33]([C:36](=[O:51])[NH:37][CH:38]4[CH2:43][CH2:42][N:41]([C:44]([O:46][C:47]([CH3:50])([CH3:49])[CH3:48])=[O:45])[CH2:40][CH2:39]4)=[CH:32][C:31]=3[CH3:52])=[CH:26][CH:25]=2)[C:20](O)=[O:21])=[O:17])[CH2:12][CH2:11]1)=[O:7])([CH3:4])([CH3:3])[CH3:2].[N:53]1([C:58]2[NH:62][C:61]3[CH:63]=[CH:64][C:65]([NH2:67])=[CH:66][C:60]=3[N:59]=2)[CH:57]=[CH:56][CH:55]=[N:54]1.C(N(CC)C(C)C)(C)C.F[P-](F)(F)(F)(F)F.CN(C(ON1C2=NC=CC=C2N=N1)=[N+](C)C)C, predict the reaction product. The product is: [C:1]([O:5][C:6]([NH:8][CH2:9][C@H:10]1[CH2:15][CH2:14][C@H:13]([C:16]([NH:18][C@H:19]([C:20](=[O:21])[NH:67][C:65]2[CH:64]=[CH:63][C:61]3[NH:62][C:58]([N:53]4[CH:57]=[CH:56][CH:55]=[N:54]4)=[N:59][C:60]=3[CH:66]=2)[CH2:23][C:24]2[CH:29]=[CH:28][C:27]([C:30]3[CH:35]=[CH:34][C:33]([C:36]([NH:37][CH:38]4[CH2:39][CH2:40][N:41]([C:44]([O:46][C:47]([CH3:50])([CH3:49])[CH3:48])=[O:45])[CH2:42][CH2:43]4)=[O:51])=[CH:32][C:31]=3[CH3:52])=[CH:26][CH:25]=2)=[O:17])[CH2:12][CH2:11]1)=[O:7])([CH3:3])([CH3:2])[CH3:4]. (2) Given the reactants C(NC(C)C)(C)C.C([Li])CCC.[F:13][C:14]1[CH:19]=[CH:18][CH:17]=[C:16]([F:20])[N:15]=1.[CH:21](=[O:23])[CH3:22].Cl, predict the reaction product. The product is: [F:13][C:14]1[C:19]([CH:21]([OH:23])[CH3:22])=[CH:18][CH:17]=[C:16]([F:20])[N:15]=1.